This data is from Cav3 T-type calcium channel HTS with 100,875 compounds. The task is: Binary Classification. Given a drug SMILES string, predict its activity (active/inactive) in a high-throughput screening assay against a specified biological target. (1) The compound is Fc1ccc(N2C(C(Oc3ccc(OC)cc3)C2=O)c2cc(OC)c(OC)cc2)cc1. The result is 0 (inactive). (2) The drug is O=C(Cc1cn(nc1)c1ccccc1)c1c(cc(O)cc1O)C. The result is 0 (inactive).